This data is from Peptide-MHC class II binding affinity with 134,281 pairs from IEDB. The task is: Regression. Given a peptide amino acid sequence and an MHC pseudo amino acid sequence, predict their binding affinity value. This is MHC class II binding data. (1) The peptide sequence is EITGIMKDLDEPGHL. The MHC is HLA-DPA10103-DPB10301 with pseudo-sequence HLA-DPA10103-DPB10301. The binding affinity (normalized) is 0. (2) The peptide sequence is VKYAVFEAALTKA. The MHC is DRB1_0301 with pseudo-sequence DRB1_0301. The binding affinity (normalized) is 0.0847. (3) The peptide sequence is PIEHIASMRRNYFTA. The MHC is DRB1_0101 with pseudo-sequence DRB1_0101. The binding affinity (normalized) is 0.384.